From a dataset of Reaction yield outcomes from USPTO patents with 853,638 reactions. Predict the reaction yield, written as a fraction of the theoretical maximum amount of product (1.0 means a 100% yield; for example, 0.34 means a 34% yield). (1) The reactants are Br[C:2]1[C:3]([O:12][CH3:13])=[C:4]([CH:7]=[C:8]([O:10][CH3:11])[CH:9]=1)[C:5]#[N:6].C(=O)([O-])[O-].[Cs+].[Cs+].[C:20]([C:22]1[CH:27]=[CH:26][C:25]([O:28][CH3:29])=[CH:24][CH:23]=1)#[CH:21]. The catalyst is C(#N)CC.[Pd](Cl)Cl.C(#N)C.C(#N)C.C1(P(C2CCCCC2)C2C=CC=CC=2C2C(C(C)C)=CC(C(C)C)=CC=2C(C)C)CCCCC1. The product is [CH3:13][O:12][C:3]1[C:2]([C:21]#[C:20][C:22]2[CH:27]=[CH:26][C:25]([O:28][CH3:29])=[CH:24][CH:23]=2)=[CH:9][C:8]([O:10][CH3:11])=[CH:7][C:4]=1[C:5]#[N:6]. The yield is 0.910. (2) The reactants are [CH2:1]([O:3][CH:4]([O:23][CH2:24][CH3:25])[C:5]1[O:13][C:12]2[C:11]([C:14]3[CH:22]=[CH:21][C:17]([C:18](O)=[O:19])=[CH:16][CH:15]=3)=[CH:10][N:9]=[CH:8][C:7]=2[CH:6]=1)[CH3:2].[CH2:26]([CH2:28][NH2:29])[OH:27].F[P-](F)(F)(F)(F)F.N1(O[P+](N(C)C)(N(C)C)N(C)C)C2C=CC=CC=2N=N1.C(N(C(C)C)CC)(C)C. The catalyst is CN(C)C=O. The product is [CH2:1]([O:3][CH:4]([O:23][CH2:24][CH3:25])[C:5]1[O:13][C:12]2[C:11]([C:14]3[CH:22]=[CH:21][C:17]([C:18]([NH:29][CH2:28][CH2:26][OH:27])=[O:19])=[CH:16][CH:15]=3)=[CH:10][N:9]=[CH:8][C:7]=2[CH:6]=1)[CH3:2]. The yield is 0.560. (3) The reactants are Br[C:2]1[C:8]([CH3:9])=[CH:7][C:5]([NH2:6])=[C:4]([O:10][CH3:11])[CH:3]=1.[CH3:12][N:13]1[CH:17]=[C:16](B2OC(C)(C)C(C)(C)O2)[CH:15]=[N:14]1.C(=O)([O-])[O-].[Na+].[Na+]. The catalyst is CCO.C1(C)C=CC=CC=1.O.CCOC(C)=O.C1C=CC([P]([Pd]([P](C2C=CC=CC=2)(C2C=CC=CC=2)C2C=CC=CC=2)([P](C2C=CC=CC=2)(C2C=CC=CC=2)C2C=CC=CC=2)[P](C2C=CC=CC=2)(C2C=CC=CC=2)C2C=CC=CC=2)(C2C=CC=CC=2)C2C=CC=CC=2)=CC=1. The product is [CH3:11][O:10][C:4]1[CH:3]=[C:2]([C:16]2[CH:15]=[N:14][N:13]([CH3:12])[CH:17]=2)[C:8]([CH3:9])=[CH:7][C:5]=1[NH2:6]. The yield is 0.360. (4) The reactants are [NH:1]1[C:11]2[C:6](=[CH:7][CH:8]=[CH:9][CH:10]=2)[C:4](=[O:5])[C:2]1=[O:3].[H-].[Na+].Br[CH2:15][C:16]1[C:17]2[CH:24]=[C:23]([Cl:25])[CH:22]=[CH:21][C:18]=2[S:19][CH:20]=1. The catalyst is O1CCOCC1. The product is [Cl:25][C:23]1[CH:22]=[CH:21][C:18]2[S:19][CH:20]=[C:16]([CH2:15][N:1]3[C:11]4[C:6](=[CH:7][CH:8]=[CH:9][CH:10]=4)[C:4](=[O:5])[C:2]3=[O:3])[C:17]=2[CH:24]=1. The yield is 0.450. (5) The reactants are [Br:1][C:2]1[CH:7]=[CH:6][C:5]([CH:8]([OH:14])[CH2:9][NH:10][CH2:11][CH2:12][OH:13])=[CH:4][C:3]=1[F:15].[CH3:16][C:17]([O:20][C:21](O[C:21]([O:20][C:17]([CH3:19])([CH3:18])[CH3:16])=[O:22])=[O:22])([CH3:19])[CH3:18].O. The catalyst is ClCCl. The product is [C:17]([O:20][C:21](=[O:22])[N:10]([CH2:9][CH:8]([C:5]1[CH:6]=[CH:7][C:2]([Br:1])=[C:3]([F:15])[CH:4]=1)[OH:14])[CH2:11][CH2:12][OH:13])([CH3:19])([CH3:18])[CH3:16]. The yield is 0.450. (6) The reactants are [Cl:1][C:2]1[CH:3]=[C:4]([C:12]2[O:16][N:15]=[C:14]([C:17]3[CH:34]=[CH:33][C:20]4[CH2:21][CH2:22][N:23](C(OC(C)(C)C)=O)[CH2:24][CH2:25][C:19]=4[CH:18]=3)[N:13]=2)[CH:5]=[CH:6][C:7]=1[O:8][CH:9]([CH3:11])[CH3:10]. The catalyst is Cl.O1CCOCC1. The product is [ClH:1].[Cl:1][C:2]1[CH:3]=[C:4]([C:12]2[O:16][N:15]=[C:14]([C:17]3[CH:34]=[CH:33][C:20]4[CH2:21][CH2:22][NH:23][CH2:24][CH2:25][C:19]=4[CH:18]=3)[N:13]=2)[CH:5]=[CH:6][C:7]=1[O:8][CH:9]([CH3:11])[CH3:10]. The yield is 0.820.